Predict which catalyst facilitates the given reaction. From a dataset of Catalyst prediction with 721,799 reactions and 888 catalyst types from USPTO. (1) Reactant: C(OC(=O)[N:7]([C:17]1[N:22]=[C:21]([C:23]2[C:28]([Cl:29])=[CH:27][N:26]=[C:25]([F:30])[CH:24]=2)[CH:20]=[CH:19][CH:18]=1)[CH2:8][CH:9]1[CH2:14][CH2:13][O:12][C:11]([CH3:16])([CH3:15])[CH2:10]1)(C)(C)C.Cl.O1CCOCC1. Product: [Cl:29][C:28]1[C:23]([C:21]2[CH:20]=[CH:19][CH:18]=[C:17]([NH:7][CH2:8][CH:9]3[CH2:14][CH2:13][O:12][C:11]([CH3:16])([CH3:15])[CH2:10]3)[N:22]=2)=[CH:24][C:25]([F:30])=[N:26][CH:27]=1. The catalyst class is: 5. (2) Reactant: [CH3:1][N:2]([CH3:19])[CH2:3][CH2:4][O:5][C:6]1[C:13]([CH3:14])=[C:12]([O:15][CH2:16][CH2:17][CH3:18])[CH:11]=[CH:10][C:7]=1[CH:8]=[O:9].[ClH:20]. Product: [ClH:20].[CH3:19][N:2]([CH3:1])[CH2:3][CH2:4][O:5][C:6]1[C:13]([CH3:14])=[C:12]([O:15][CH2:16][CH2:17][CH3:18])[CH:11]=[CH:10][C:7]=1[CH:8]=[O:9]. The catalyst class is: 12.